Dataset: Peptide-MHC class I binding affinity with 185,985 pairs from IEDB/IMGT. Task: Regression. Given a peptide amino acid sequence and an MHC pseudo amino acid sequence, predict their binding affinity value. This is MHC class I binding data. (1) The peptide sequence is LRDLMGVPY. The MHC is Mamu-B17 with pseudo-sequence Mamu-B17. The binding affinity (normalized) is 0.0226. (2) The peptide sequence is QWLIEPCKL. The MHC is HLA-A23:01 with pseudo-sequence HLA-A23:01. The binding affinity (normalized) is 0.520. (3) The peptide sequence is SSGYYSTTI. The MHC is HLA-A02:01 with pseudo-sequence HLA-A02:01. The binding affinity (normalized) is 0.